This data is from Forward reaction prediction with 1.9M reactions from USPTO patents (1976-2016). The task is: Predict the product of the given reaction. (1) Given the reactants CC1C=CC(S(O[C@@H:12]2[CH2:16][O:15][C@@H:14]3[C@H:17](OS(C4C=CC(C)=CC=4)(=O)=O)[CH2:18][O:19][C@H:13]23)(=O)=O)=CC=1.[CH2:31]([NH2:38])[C:32]1[CH:37]=[CH:36][CH:35]=[CH:34][CH:33]=1, predict the reaction product. The product is: [CH2:31]([NH:38][C@H:17]1[CH2:18][O:19][C@@H:13]2[C@@H:12]([NH:38][CH2:31][C:32]3[CH:37]=[CH:36][CH:35]=[CH:34][CH:33]=3)[CH2:16][O:15][C@H:14]12)[C:32]1[CH:37]=[CH:36][CH:35]=[CH:34][CH:33]=1. (2) Given the reactants Br[C:2]1[CH:7]=[CH:6][CH:5]=[C:4]([Br:8])[CH:3]=1.CC1(C)C(C)(C)OB([C:17]2[CH:18]=[C:19]([N:23]3[C:35]4[CH:34]=[CH:33][CH:32]=[CH:31][C:30]=4[C:29]4[C:24]3=[CH:25][CH:26]=[CH:27][CH:28]=4)[CH:20]=[CH:21][CH:22]=2)O1.C([O-])(=O)C.[K+], predict the reaction product. The product is: [Br:8][C:4]1[CH:3]=[C:2]([C:21]2[CH:22]=[CH:17][CH:18]=[C:19]([N:23]3[C:24]4[CH:25]=[CH:26][CH:27]=[CH:28][C:29]=4[C:30]4[C:35]3=[CH:34][CH:33]=[CH:32][CH:31]=4)[CH:20]=2)[CH:7]=[CH:6][CH:5]=1. (3) Given the reactants C1(P(C2C=CC=CC=2)C2C=CC=CC=2)C=CC=CC=1.BrN1C(=O)CCC1=O.[Cl:28][C:29]1[CH:30]=[C:31]([C@@H:39]([CH2:43][CH:44]2[CH2:48][CH2:47][CH2:46][CH2:45]2)[C:40]([OH:42])=O)[CH:32]=[CH:33][C:34]=1[S:35]([CH3:38])(=[O:37])=[O:36].[S:49]1[CH:53]=[CH:52][C:51]([C:54]2[N:55]=[CH:56][C:57]([NH2:60])=[N:58][CH:59]=2)=[CH:50]1.N1C=CC=CC=1, predict the reaction product. The product is: [Cl:28][C:29]1[CH:30]=[C:31]([C@@H:39]([CH2:43][CH:44]2[CH2:48][CH2:47][CH2:46][CH2:45]2)[C:40]([NH:60][C:57]2[CH:56]=[N:55][C:54]([C:51]3[CH:52]=[CH:53][S:49][CH:50]=3)=[CH:59][N:58]=2)=[O:42])[CH:32]=[CH:33][C:34]=1[S:35]([CH3:38])(=[O:36])=[O:37]. (4) Given the reactants [Br:1][C:2]1[CH:3]=[C:4]([CH2:10][C:11]([OH:13])=[O:12])[CH:5]=[CH:6][C:7]=1[O:8][CH3:9].S(Cl)(Cl)=O.[CH3:18][CH2:19]O, predict the reaction product. The product is: [CH2:18]([O:12][C:11](=[O:13])[CH2:10][C:4]1[CH:5]=[CH:6][C:7]([O:8][CH3:9])=[C:2]([Br:1])[CH:3]=1)[CH3:19]. (5) Given the reactants [F:1]C1C=C2C(=CC=1F)NN=C2C#N.[C:14]([C:17]1[C:25]2[C:20](=[CH:21][CH:22]=[C:23]([F:26])[CH:24]=2)[N:19]([CH2:27][C:28]([OH:30])=[O:29])[N:18]=1)(=[O:16])[NH2:15], predict the reaction product. The product is: [C:14]([C:17]1[C:25]2[C:20](=[CH:21][C:22]([F:1])=[C:23]([F:26])[CH:24]=2)[N:19]([CH2:27][C:28]([OH:30])=[O:29])[N:18]=1)(=[O:16])[NH2:15]. (6) Given the reactants Br[C:2]1[CH:22]=[C:21]([CH3:23])[CH:20]=[CH:19][C:3]=1[O:4][C:5]1[C:14]2[C:9](=[CH:10][C:11]([O:17][CH3:18])=[C:12]([O:15][CH3:16])[CH:13]=2)[N:8]=[CH:7][CH:6]=1.C([Li])CCC.CCCCCC.[CH:35]1([C:41](Cl)=[O:42])[CH2:40][CH2:39][CH2:38][CH2:37][CH2:36]1.O, predict the reaction product. The product is: [CH:35]1([C:41]([C:2]2[CH:22]=[C:21]([CH3:23])[CH:20]=[CH:19][C:3]=2[O:4][C:5]2[C:14]3[C:9](=[CH:10][C:11]([O:17][CH3:18])=[C:12]([O:15][CH3:16])[CH:13]=3)[N:8]=[CH:7][CH:6]=2)=[O:42])[CH2:40][CH2:39][CH2:38][CH2:37][CH2:36]1. (7) Given the reactants Cl[C:2]1[N:10]=[CH:9][N:8]=[C:7]2[C:3]=1[N:4]=[CH:5][N:6]2C1CCCCO1.[C:17]([CH2:19][C:20]1[CH:25]=[CH:24][C:23](B(O)O)=[CH:22][CH:21]=1)#[N:18].N1C(C2C=CC(CCN)=CC=2)=C2C(NC=N2)=NC=1, predict the reaction product. The product is: [N:10]1[C:2]([C:22]2[CH:21]=[C:20]([CH2:19][CH2:17][NH2:18])[CH:25]=[CH:24][CH:23]=2)=[C:3]2[C:7]([NH:6][CH:5]=[N:4]2)=[N:8][CH:9]=1. (8) Given the reactants [Cl:1][C:2]1[CH:3]=[C:4]([O:24][CH3:25])[C:5]([O:22][CH3:23])=[C:6]([CH:8]([NH:10][C:11]2[CH:16]=[C:15](F)[CH:14]=[CH:13][C:12]=2[S:18]([CH3:21])(=[O:20])=[O:19])[CH3:9])[CH:7]=1.[NH:26]1[CH2:31][CH2:30][NH:29][CH2:28][CH2:27]1.CCN(C(C)C)C(C)C.C(#N)C, predict the reaction product. The product is: [Cl:1][C:2]1[CH:3]=[C:4]([O:24][CH3:25])[C:5]([O:22][CH3:23])=[C:6]([CH:8]([NH:10][C:11]2[CH:16]=[C:15]([N:26]3[CH2:31][CH2:30][NH:29][CH2:28][CH2:27]3)[CH:14]=[CH:13][C:12]=2[S:18]([CH3:21])(=[O:20])=[O:19])[CH3:9])[CH:7]=1. (9) Given the reactants [CH2:1]([O:8][C:9]([N:11]1[C@H:15]([C:16](O)=[O:17])[CH2:14][S:13][C@H:12]1[C:19]1[CH:20]=[N:21][CH:22]=[CH:23][CH:24]=1)=[O:10])[C:2]1[CH:7]=[CH:6][CH:5]=[CH:4][CH:3]=1.CCN(C(C)C)C(C)C.CN(C(ON1N=NC2C=CC=NC1=2)=[N+](C)C)C.F[P-](F)(F)(F)(F)F.[NH2:58][C:59]1[S:60][CH:61]=[C:62]([C:64]2[CH:75]=[CH:74][C:67]([C:68]([NH:70][CH:71]3[CH2:73][CH2:72]3)=[O:69])=[CH:66][CH:65]=2)[N:63]=1, predict the reaction product. The product is: [CH2:1]([O:8][C:9]([N:11]1[C@H:15]([C:16](=[O:17])[NH:58][C:59]2[S:60][CH:61]=[C:62]([C:64]3[CH:65]=[CH:66][C:67]([C:68](=[O:69])[NH:70][CH:71]4[CH2:73][CH2:72]4)=[CH:74][CH:75]=3)[N:63]=2)[CH2:14][S:13][C@H:12]1[C:19]1[CH:20]=[N:21][CH:22]=[CH:23][CH:24]=1)=[O:10])[C:2]1[CH:7]=[CH:6][CH:5]=[CH:4][CH:3]=1.